Task: Predict which catalyst facilitates the given reaction.. Dataset: Catalyst prediction with 721,799 reactions and 888 catalyst types from USPTO (1) The catalyst class is: 39. Product: [CH3:50][O:51][C:52]([C:54]1[O:55][C:56]([CH2:59][O:36][C:34]2[N:33]([C:37]3[CH:42]=[CH:41][CH:40]=[CH:39][CH:38]=3)[N:32]=[C:31]([C:29](=[O:30])[NH:28][C@H:9]([C:10]([N:11]3[CH2:12][CH2:13][N:14]([C:17]4[CH:22]=[CH:21][CH:20]=[C:19]([C:23]([F:25])([F:26])[F:24])[CH:18]=4)[CH2:15][CH2:16]3)=[O:27])[CH2:8][CH2:7][C:6]([O:5][C:1]([CH3:4])([CH3:2])[CH3:3])=[O:43])[CH:35]=2)=[CH:57][CH:58]=1)=[O:53]. Reactant: [C:1]([O:5][C:6](=[O:43])[CH2:7][CH2:8][C@H:9]([NH:28][C:29]([C:31]1[CH:35]=[C:34]([OH:36])[N:33]([C:37]2[CH:42]=[CH:41][CH:40]=[CH:39][CH:38]=2)[N:32]=1)=[O:30])[C:10](=[O:27])[N:11]1[CH2:16][CH2:15][N:14]([C:17]2[CH:22]=[CH:21][CH:20]=[C:19]([C:23]([F:26])([F:25])[F:24])[CH:18]=2)[CH2:13][CH2:12]1)([CH3:4])([CH3:3])[CH3:2].C(=O)([O-])[O-].[Cs+].[Cs+].[CH3:50][O:51][C:52]([C:54]1[O:55][C:56]([CH2:59]Cl)=[CH:57][CH:58]=1)=[O:53]. (2) Reactant: [NH:1]([C:17]([O:19][CH2:20][C:21]1[CH:26]=[CH:25][CH:24]=[CH:23][CH:22]=1)=[O:18])[C@H:2]([C:7]([O:9][CH2:10][C:11]1[CH:16]=[CH:15][CH:14]=[CH:13][CH:12]=1)=[O:8])[CH2:3][C:4](=[O:6])O.C(N1C=CN=C1)(N1C=CN=C1)=[O:28].[Mg].C(=O)=O.Cl.[CH2:44]1[CH2:48][O:47][CH2:46][CH2:45]1. Product: [CH2:46]([O:47][C:48](=[O:28])[CH2:44][C:4](=[O:6])[CH2:3][C@H:2]([NH:1][C:17]([O:19][CH2:20][C:21]1[CH:26]=[CH:25][CH:24]=[CH:23][CH:22]=1)=[O:18])[C:7]([O:9][CH2:10][C:11]1[CH:16]=[CH:15][CH:14]=[CH:13][CH:12]=1)=[O:8])[CH3:45]. The catalyst class is: 28. (3) The catalyst class is: 5. Product: [CH3:1][O:2][C:3](=[O:24])[C:4]([C:9]1[NH:10][C:11]2[C:16]([C:17]=1[CH2:18][CH2:19][N:20]=[N+:21]=[N-:22])=[CH:15][CH:14]=[C:13]([F:23])[CH:12]=2)([CH3:25])[C:5]([O:7][CH3:8])=[O:6]. Reactant: [CH3:1][O:2][C:3](=[O:24])[CH:4]([C:9]1[NH:10][C:11]2[C:16]([C:17]=1[CH2:18][CH2:19][N:20]=[N+:21]=[N-:22])=[CH:15][CH:14]=[C:13]([F:23])[CH:12]=2)[C:5]([O:7][CH3:8])=[O:6].[CH3:25][O-].[Na+].CI. (4) The catalyst class is: 45. Product: [NH2:1][CH2:4][CH2:5][CH2:6][C:7]1([C:25]2[CH:30]=[CH:29][CH:28]=[CH:27][CH:26]=2)[N:11]([C:12](=[O:16])[CH:13]([CH3:15])[CH3:14])[N:10]=[C:9]([C:17]2[CH:22]=[C:21]([F:23])[CH:20]=[CH:19][C:18]=2[F:24])[S:8]1. Reactant: [N:1]([CH2:4][CH2:5][CH2:6][C:7]1([C:25]2[CH:30]=[CH:29][CH:28]=[CH:27][CH:26]=2)[N:11]([C:12](=[O:16])[CH:13]([CH3:15])[CH3:14])[N:10]=[C:9]([C:17]2[CH:22]=[C:21]([F:23])[CH:20]=[CH:19][C:18]=2[F:24])[S:8]1)=[N+]=[N-].CO.Cl. (5) Reactant: [CH3:1][O:2][C:3]1[CH:8]=[CH:7][C:6]([S:9]([NH:12][CH:13]([C:15]2[CH:20]=[C:19]([F:21])[CH:18]=[CH:17][C:16]=2[C:22]2[CH:27]=[CH:26][C:25]([F:28])=[CH:24][C:23]=2F)[CH3:14])(=[O:11])=[O:10])=[CH:5][CH:4]=1.C(=O)([O-])[O-].[K+].[K+]. Product: [F:28][C:25]1[CH:26]=[CH:27][C:22]2[C:16]3[C:15]([CH:13]([CH3:14])[N:12]([S:9]([C:6]4[CH:5]=[CH:4][C:3]([O:2][CH3:1])=[CH:8][CH:7]=4)(=[O:10])=[O:11])[C:23]=2[CH:24]=1)=[CH:20][C:19]([F:21])=[CH:18][CH:17]=3. The catalyst class is: 9. (6) Reactant: [C:1]([C:4]1[N:5]=[N:6][C:7]([O:10][CH3:11])=[CH:8][CH:9]=1)(=[O:3])[CH3:2].C[Si]([N-][Si](C)(C)C)(C)C.[Li+].[C:22](OC)(=[O:27])[C:23]([O:25][CH3:26])=[O:24]. Product: [CH3:26][O:25][C:23](=[O:24])[C:22](=[O:27])[CH2:2][C:1]([C:4]1[N:5]=[N:6][C:7]([O:10][CH3:11])=[CH:8][CH:9]=1)=[O:3]. The catalyst class is: 7.